This data is from Full USPTO retrosynthesis dataset with 1.9M reactions from patents (1976-2016). The task is: Predict the reactants needed to synthesize the given product. (1) Given the product [CH3:1][O:2][NH:3][CH:4]([CH3:5])[CH2:6][CH2:7][C:8]1[C:9]([Cl:16])=[CH:10][C:11]([Cl:15])=[CH:12][C:13]=1[Cl:14], predict the reactants needed to synthesize it. The reactants are: [CH3:1][O:2][N:3]=[C:4]([CH2:6][CH2:7][C:8]1[C:13]([Cl:14])=[CH:12][C:11]([Cl:15])=[CH:10][C:9]=1[Cl:16])[CH3:5].C([BH3-])#N.[Na+]. (2) Given the product [Br:1][C:2]1[CH:3]=[C:4]2[NH:19][C:15](=[O:16])[C:8]3([CH2:9][N:10]([CH3:14])[CH2:11][CH2:12][O:13]3)[C:5]2=[CH:6][CH:7]=1, predict the reactants needed to synthesize it. The reactants are: [Br:1][C:2]1[CH:7]=[CH:6][C:5]([C:8]2([C:15](OC)=[O:16])[O:13][CH2:12][CH2:11][N:10]([CH3:14])[CH2:9]2)=[C:4]([N+:19]([O-])=O)[CH:3]=1. (3) The reactants are: [S:1]1[C:5]2[CH:6]=[C:7]([S:10]([N:13]3[CH:17]=[CH:16][C:15](/[CH:18]=[CH:19]/[C:20]([NH:22][O:23]C4CCCCO4)=[O:21])=[CH:14]3)(=[O:12])=[O:11])[CH:8]=[CH:9][C:4]=2[N:3]=[CH:2]1.Cl. Given the product [S:1]1[C:5]2[CH:6]=[C:7]([S:10]([N:13]3[CH:17]=[CH:16][C:15](/[CH:18]=[CH:19]/[C:20]([NH:22][OH:23])=[O:21])=[CH:14]3)(=[O:11])=[O:12])[CH:8]=[CH:9][C:4]=2[N:3]=[CH:2]1, predict the reactants needed to synthesize it. (4) Given the product [Br:1][C:2]1[N:3]([C:12]([CH3:14])([CH3:13])[CH3:15])[C:4]([CH:21]([C:20]2[CH:23]=[CH:24][C:17]([Cl:16])=[CH:18][CH:19]=2)[OH:22])=[C:5]([C:7]([O:9][CH2:10][CH3:11])=[O:8])[N:6]=1, predict the reactants needed to synthesize it. The reactants are: [Br:1][C:2]1[N:3]([C:12]([CH3:15])([CH3:14])[CH3:13])[CH:4]=[C:5]([C:7]([O:9][CH2:10][CH3:11])=[O:8])[N:6]=1.[Cl:16][C:17]1[CH:24]=[CH:23][C:20]([CH:21]=[O:22])=[CH:19][CH:18]=1. (5) Given the product [NH2:8][C@H:12]([C:13]1[NH:26][C:25]2[CH:24]=[CH:23][C:22]([C:27]3[CH:32]=[CH:31][C:30]([C:33]#[N:34])=[C:29]([F:35])[CH:28]=3)=[C:21]([Cl:36])[C:20]=2[N:19]=1)[C@H:11]([OH:10])[CH3:16], predict the reactants needed to synthesize it. The reactants are: C(OC([N:8]1[C@H:12]([C:13](O)=O)[C@@H:11]([CH3:16])[O:10]C1(C)C)=O)(C)(C)C.[NH2:19][C:20]1[C:21]([Cl:36])=[C:22]([C:27]2[CH:32]=[CH:31][C:30]([C:33]#[N:34])=[C:29]([F:35])[CH:28]=2)[CH:23]=[CH:24][C:25]=1[NH2:26].